Dataset: Forward reaction prediction with 1.9M reactions from USPTO patents (1976-2016). Task: Predict the product of the given reaction. (1) The product is: [F:27][C:23]1[CH:24]=[CH:25][CH:26]=[C:2]([F:1])[C:3]=1[C:4]([NH:6][C:7]1[C:8]([C:12]2[NH:16][C:15]3[CH:17]=[CH:18][C:19]([CH2:21][N:28]4[CH2:33][CH2:32][O:31][CH2:30][CH2:29]4)=[CH:20][C:14]=3[N:13]=2)=[N:9][NH:10][CH:11]=1)=[O:5]. Given the reactants [F:1][C:2]1[CH:26]=[CH:25][CH:24]=[C:23]([F:27])[C:3]=1[C:4]([NH:6][C:7]1[C:8]([C:12]2[NH:16][C:15]3[CH:17]=[CH:18][C:19]([CH:21]=O)=[CH:20][C:14]=3[N:13]=2)=[N:9][NH:10][CH:11]=1)=[O:5].[NH:28]1[CH2:33][CH2:32][O:31][CH2:30][CH2:29]1.CO, predict the reaction product. (2) Given the reactants [CH3:1][O:2][C:3](=[O:13])[C:4]1[CH:12]=[CH:11][C:8]([O:9][CH3:10])=[C:6]([OH:7])[CH:5]=1.C(=O)([O-])[O-].O([CH2:26][C:27]([F:30])([F:29])[F:28])S(C(F)(F)F)(=O)=O, predict the reaction product. The product is: [CH3:10][O:9][C:8]1[CH:11]=[CH:12][C:4]([C:3]([O:2][CH3:1])=[O:13])=[CH:5][C:6]=1[O:7][CH2:26][C:27]([F:30])([F:29])[F:28].